From a dataset of Forward reaction prediction with 1.9M reactions from USPTO patents (1976-2016). Predict the product of the given reaction. (1) Given the reactants [F:1][C:2]1[CH:7]=[CH:6][C:5]([CH:8]([C:12]2[CH:17]=[CH:16][C:15]([S:18]([CH3:21])(=[O:20])=[O:19])=[CH:14][CH:13]=2)[CH2:9][CH2:10][NH2:11])=[CH:4][CH:3]=1.C(N(CC)CC)C.[C:29](Cl)(=[O:36])[C:30]1[CH:35]=[CH:34][CH:33]=[CH:32][CH:31]=1.O, predict the reaction product. The product is: [F:1][C:2]1[CH:7]=[CH:6][C:5]([CH:8]([C:12]2[CH:17]=[CH:16][C:15]([S:18]([CH3:21])(=[O:20])=[O:19])=[CH:14][CH:13]=2)[CH2:9][CH2:10][NH:11][C:29](=[O:36])[C:30]2[CH:35]=[CH:34][CH:33]=[CH:32][CH:31]=2)=[CH:4][CH:3]=1. (2) The product is: [ClH:37].[F:36][C:33]([F:34])([F:35])[C:18]1[C:17]([CH2:16][NH2:8])=[CH:22][C:21]([C:23]2[CH:28]=[N:27][C:26]([C:29]([F:30])([F:31])[F:32])=[N:25][CH:24]=2)=[CH:20][N:19]=1. Given the reactants C(OC([N:8]([CH2:16][C:17]1[C:18]([C:33]([F:36])([F:35])[F:34])=[N:19][CH:20]=[C:21]([C:23]2[CH:24]=[N:25][C:26]([C:29]([F:32])([F:31])[F:30])=[N:27][CH:28]=2)[CH:22]=1)C(=O)OC(C)(C)C)=O)(C)(C)C.[ClH:37], predict the reaction product.